This data is from Forward reaction prediction with 1.9M reactions from USPTO patents (1976-2016). The task is: Predict the product of the given reaction. (1) Given the reactants [CH3:1][S:2](Cl)(=[O:4])=[O:3].[CH:6]1([NH:9][C:10](=[O:35])[C:11]2[CH:16]=[C:15]([C:17]3[CH:22]=[CH:21][N:20]4[C:23](=[O:32])[N:24]([CH:26]5[CH2:31][CH2:30][NH:29][CH2:28][CH2:27]5)[N:25]=[C:19]4[CH:18]=3)[C:14]([CH3:33])=[C:13]([F:34])[CH:12]=2)[CH2:8][CH2:7]1.C(N(CC)CC)C.[Cl-].[NH4+], predict the reaction product. The product is: [CH:6]1([NH:9][C:10](=[O:35])[C:11]2[CH:16]=[C:15]([C:17]3[CH:22]=[CH:21][N:20]4[C:23](=[O:32])[N:24]([CH:26]5[CH2:31][CH2:30][N:29]([S:2]([CH3:1])(=[O:4])=[O:3])[CH2:28][CH2:27]5)[N:25]=[C:19]4[CH:18]=3)[C:14]([CH3:33])=[C:13]([F:34])[CH:12]=2)[CH2:7][CH2:8]1. (2) Given the reactants Br[CH2:2][C:3]([C:5]1[C:10]([Cl:11])=[CH:9][C:8]([O:12][CH3:13])=[CH:7][N:6]=1)=[O:4].[C:14]1(=[O:24])[NH:18][C:17](=[O:19])[C:16]2=[CH:20][CH:21]=[CH:22][CH:23]=[C:15]12.[K].[I-].[K+].O, predict the reaction product. The product is: [Cl:11][C:10]1[C:5]([C:3](=[O:4])[CH2:2][N:18]2[C:17](=[O:19])[C:16]3=[CH:20][CH:21]=[CH:22][CH:23]=[C:15]3[C:14]2=[O:24])=[N:6][CH:7]=[C:8]([O:12][CH3:13])[CH:9]=1. (3) Given the reactants CS[C:3]1[NH:12][C:11](=[O:13])[C:10]2[CH2:9][CH2:8][CH2:7][CH2:6][C:5]=2[N:4]=1.[CH3:14][O:15][C:16]1[CH:21]=[CH:20][C:19]([N:22]2[CH2:27][CH2:26][NH:25][CH2:24][C:23]2=[O:28])=[CH:18][CH:17]=1, predict the reaction product. The product is: [CH3:14][O:15][C:16]1[CH:17]=[CH:18][C:19]([N:22]2[CH2:27][CH2:26][N:25]([C:3]3[NH:12][C:11](=[O:13])[C:10]4[CH2:9][CH2:8][CH2:7][CH2:6][C:5]=4[N:4]=3)[CH2:24][C:23]2=[O:28])=[CH:20][CH:21]=1.